From a dataset of Experimentally validated miRNA-target interactions with 360,000+ pairs, plus equal number of negative samples. Binary Classification. Given a miRNA mature sequence and a target amino acid sequence, predict their likelihood of interaction. The miRNA is hsa-miR-1255b-2-3p with sequence AACCACUUUCUUUGCUCAUCCA. The protein sequence of the target gene is MAGSVADSDAVVKLDDGHLNNSLSSPVQADVYFPRLIVPFCGHIKGGMRPGKKVLVMGIVDLNPESFAISLTCGDSEDPPADVAIELKAVFTDRQLLRNSCISGERGEEQSAIPYFPFIPDQPFRVEILCEHPRFRVFVDGHQLFDFYHRIQTLSAIDTIKINGDLQITKLG. Result: 0 (no interaction).